From a dataset of Catalyst prediction with 721,799 reactions and 888 catalyst types from USPTO. Predict which catalyst facilitates the given reaction. (1) Reactant: [C:1]([CH:3]([C:11]1[C:16]([C:17]([F:20])([F:19])[F:18])=[CH:15][C:14]([N+:21]([O-:23])=[O:22])=[CH:13][N:12]=1)C(OC(C)(C)C)=O)#[N:2].Cl. Product: [N+:21]([C:14]1[CH:15]=[C:16]([C:17]([F:20])([F:18])[F:19])[C:11]([CH2:3][C:1]#[N:2])=[N:12][CH:13]=1)([O-:23])=[O:22]. The catalyst class is: 5. (2) Reactant: [Cl:1][C:2]1[CH:3]=[C:4]([CH:8]([O:13][Si](CC)(CC)CC)[CH2:9][N+:10]([O-:12])=[O:11])[CH:5]=[CH:6][CH:7]=1. Product: [Cl:1][C:2]1[CH:3]=[C:4]([CH:8]([OH:13])[CH2:9][N+:10]([O-:12])=[O:11])[CH:5]=[CH:6][CH:7]=1. The catalyst class is: 227.